From a dataset of Catalyst prediction with 721,799 reactions and 888 catalyst types from USPTO. Predict which catalyst facilitates the given reaction. (1) Reactant: [NH2:1][C:2]1[C:11]2[N:12]=[C:13]([CH2:20][O:21][CH2:22][CH3:23])[N:14]([CH2:15][C:16]([OH:19])([CH3:18])[CH3:17])[C:10]=2[C:9]2[CH:8]=[CH:7][C:6]([OH:24])=[CH:5][C:4]=2[N:3]=1.C(=O)([O-])[O-].[Cs+].[Cs+].Br[CH2:32][CH2:33][C:34]1[C:42]2[C:37](=[CH:38][CH:39]=[CH:40][CH:41]=2)[NH:36][CH:35]=1.[Cl-].[Na+]. Product: [NH2:1][C:2]1[C:11]2[N:12]=[C:13]([CH2:20][O:21][CH2:22][CH3:23])[N:14]([CH2:15][C:16]([CH3:18])([OH:19])[CH3:17])[C:10]=2[C:9]2[CH:8]=[CH:7][C:6]([O:24][CH2:32][CH2:33][C:34]3[C:42]4[C:37](=[CH:38][CH:39]=[CH:40][CH:41]=4)[NH:36][CH:35]=3)=[CH:5][C:4]=2[N:3]=1. The catalyst class is: 136. (2) Reactant: Br[C:2]1[C:3]([C:8]([N:10]2[CH2:17][CH2:16][C@@H:15]3[C@@H:12]([N:13]([C:18]4[N:23]=[C:22]([CH3:24])[CH:21]=[C:20]([CH3:25])[N:19]=4)[CH2:14]3)[CH2:11]2)=[O:9])=[N:4][CH:5]=[CH:6][CH:7]=1.[NH:26]1[CH:30]=[CH:29][N:28]=[N:27]1.C([O-])([O-])=O.[Cs+].[Cs+].CN[C@@H]1CCCC[C@H]1NC. Product: [CH3:25][C:20]1[CH:21]=[C:22]([CH3:24])[N:23]=[C:18]([N:13]2[C@@H:12]3[C@@H:15]([CH2:16][CH2:17][N:10]([C:8]([C:3]4[C:2]([N:26]5[CH:30]=[CH:29][N:28]=[N:27]5)=[CH:7][CH:6]=[CH:5][N:4]=4)=[O:9])[CH2:11]3)[CH2:14]2)[N:19]=1. The catalyst class is: 185. (3) Reactant: [F:1][C:2]1[CH:10]=[CH:9][C:5]([CH2:6][C:7]#[N:8])=[CH:4][CH:3]=1.[Cl-].[NH4+].[N-:13]=[N+:14]=[N-:15].[Na+].O. Product: [F:1][C:2]1[CH:10]=[CH:9][C:5]([CH2:6][C:7]2[N:13]=[N:14][NH:15][N:8]=2)=[CH:4][CH:3]=1. The catalyst class is: 9. (4) Reactant: [C:1](=O)([O-])[O-].[Cs+].[Cs+].CB(O)O.ClCCl.[CH:14]([O:17][C:18]([N:20]1[C:26]2[C:27]3[CH2:28][CH2:29][CH2:30][C:31]=3[C:32](Br)=[CH:33][C:25]=2[C@@H:24]([NH:35][CH2:36][C:37]2[CH:42]=[C:41]([C:43]([F:46])([F:45])[F:44])[CH:40]=[C:39]([C:47]([F:50])([F:49])[F:48])[CH:38]=2)[CH2:23][CH2:22][CH2:21]1)=[O:19])([CH3:16])[CH3:15]. Product: [CH:14]([O:17][C:18]([N:20]1[C:26]2[C:27]3[CH2:28][CH2:29][CH2:30][C:31]=3[C:32]([CH3:1])=[CH:33][C:25]=2[C@@H:24]([NH:35][CH2:36][C:37]2[CH:42]=[C:41]([C:43]([F:46])([F:45])[F:44])[CH:40]=[C:39]([C:47]([F:50])([F:49])[F:48])[CH:38]=2)[CH2:23][CH2:22][CH2:21]1)=[O:19])([CH3:16])[CH3:15]. The catalyst class is: 12. (5) Reactant: [CH3:1][S:2](Cl)(=[O:4])=[O:3].[OH:6][CH2:7][CH2:8][CH2:9][CH:10]1[CH2:22][C:21]2[C:20]3[C:15](=[CH:16][CH:17]=[C:18]([O:23][CH3:24])[CH:19]=3)[NH:14][C:13]=2[C:12](=[O:25])[NH:11]1. Product: [CH3:1][S:2]([O:6][CH2:7][CH2:8][CH2:9][CH:10]1[CH2:22][C:21]2[C:20]3[C:15](=[CH:16][CH:17]=[C:18]([O:23][CH3:24])[CH:19]=3)[NH:14][C:13]=2[C:12](=[O:25])[NH:11]1)(=[O:4])=[O:3]. The catalyst class is: 298. (6) The catalyst class is: 24. Product: [Cl:1][C:2]1[CH:29]=[CH:28][C:5]2[CH:6]=[C:7]([C:9]3[C:18]([N:19]([CH3:23])[CH:20]([CH3:22])[CH3:21])=[N:17][C:16]4[C:11](=[CH:12][CH:13]=[C:14]([C:24]([OH:26])=[O:25])[CH:15]=4)[N:10]=3)[O:8][C:4]=2[CH:3]=1. Reactant: [Cl:1][C:2]1[CH:29]=[CH:28][C:5]2[CH:6]=[C:7]([C:9]3[C:18]([N:19]([CH3:23])[CH:20]([CH3:22])[CH3:21])=[N:17][C:16]4[C:11](=[CH:12][CH:13]=[C:14]([C:24]([O:26]C)=[O:25])[CH:15]=4)[N:10]=3)[O:8][C:4]=2[CH:3]=1.[OH-].[Na+].Cl. (7) Reactant: [I:1][C:2]1[C:10]2[C:5](=[CH:6][CH:7]=[CH:8][C:9]=2[N+:11]([O-:13])=[O:12])[NH:4][N:3]=1.C(=O)([O-])[O-].[K+].[K+].Br[CH2:21][C:22]1[S:26][C:25]([CH3:27])=[N:24][CH:23]=1. Product: [I:1][C:2]1[C:10]2[C:5](=[CH:6][CH:7]=[CH:8][C:9]=2[N+:11]([O-:13])=[O:12])[N:4]([CH2:21][C:22]2[S:26][C:25]([CH3:27])=[N:24][CH:23]=2)[N:3]=1. The catalyst class is: 303. (8) Reactant: [O:1]=[C:2]1[CH:24]=[C:23]([CH:25]2[CH2:30][CH2:29][N:28](C(OC(C)(C)C)=O)[CH2:27][CH2:26]2)[N:5]2[N:6]=[C:7]3[C:12]([C:11]([C:13]4[CH:18]=[CH:17][C:16]([C:19]([F:22])([F:21])[F:20])=[CH:15][CH:14]=4)=[CH:10][CH:9]=[CH:8]3)=[C:4]2[NH:3]1.[ClH:38]. Product: [ClH:38].[NH:28]1[CH2:29][CH2:30][CH:25]([C:23]2[N:5]3[N:6]=[C:7]4[C:12]([C:11]([C:13]5[CH:14]=[CH:15][C:16]([C:19]([F:20])([F:22])[F:21])=[CH:17][CH:18]=5)=[CH:10][CH:9]=[CH:8]4)=[C:4]3[NH:3][C:2](=[O:1])[CH:24]=2)[CH2:26][CH2:27]1. The catalyst class is: 12. (9) Reactant: [NH2:1][C@H:2]1[CH2:7][CH2:6][C@H:5]([OH:8])[CH2:4][CH2:3]1.CS([C:13]1[N:18]=[C:17]([N:19]2[C:27]3[C:22](=[CH:23][CH:24]=[CH:25][CH:26]=3)[C:21]([O:28][CH3:29])=[N:20]2)[CH:16]=[CH:15][N:14]=1)(=O)=O. Product: [CH3:29][O:28][C:21]1[C:22]2[C:27](=[CH:26][CH:25]=[CH:24][CH:23]=2)[N:19]([C:17]2[CH:16]=[CH:15][N:14]=[C:13]([NH:1][C@H:2]3[CH2:7][CH2:6][C@H:5]([OH:8])[CH2:4][CH2:3]3)[N:18]=2)[N:20]=1. The catalyst class is: 37. (10) Reactant: [CH:1]1[C:6]2[N:7]=[C:8]3[N:13]([CH2:14][C:5]=2[C:4](Cl)=[C:3](Cl)[CH:2]=1)CC(=O)[NH:9]3.O.Cl.C(N(CC1C(N)=CC=C(Cl)C=1Cl)CC(O)=O)C.N#CBr. Product: [NH:9]=[C:8]1[N:13]=[CH:14][C:5]2[C:6](=[CH:1][CH:2]=[CH:3][CH:4]=2)[NH:7]1. The catalyst class is: 11.